The task is: Predict the product of the given reaction.. This data is from Forward reaction prediction with 1.9M reactions from USPTO patents (1976-2016). Given the reactants [Cl:1][C:2]1[C:14]2[C:13]3[C:8](=[CH:9][CH:10]=[CH:11][CH:12]=3)[C@@:7]([C:16]([F:19])([F:18])[F:17])([OH:15])[C:6]=2[CH:5]=[C:4]([O:20][CH2:21][CH2:22][C:23]([O:26]CC2C=CC(OC)=CC=2)([CH3:25])[CH3:24])[CH:3]=1, predict the reaction product. The product is: [Cl:1][C:2]1[C:14]2[C:13]3[C:8](=[CH:9][CH:10]=[CH:11][CH:12]=3)[C@@:7]([C:16]([F:19])([F:18])[F:17])([OH:15])[C:6]=2[CH:5]=[C:4]([O:20][CH2:21][CH2:22][C:23]([OH:26])([CH3:24])[CH3:25])[CH:3]=1.